From a dataset of Full USPTO retrosynthesis dataset with 1.9M reactions from patents (1976-2016). Predict the reactants needed to synthesize the given product. (1) Given the product [CH3:1][O:2][C:3](=[O:13])[C:4]1[CH:9]=[CH:8][C:7]([O:10][CH3:11])=[CH:6][C:5]=1[O:12][CH2:21][CH2:22][CH2:23][CH2:24][CH3:25], predict the reactants needed to synthesize it. The reactants are: [CH3:1][O:2][C:3](=[O:13])[C:4]1[CH:9]=[CH:8][C:7]([O:10][CH3:11])=[CH:6][C:5]=1[OH:12].C([O-])([O-])=O.[K+].[K+].I[CH2:21][CH2:22][CH2:23][CH2:24][CH3:25]. (2) Given the product [CH2:22]([N:9]1[CH2:8][CH2:7][C:6]2[C:11](=[CH:12][C:13]([CH:14]=[O:15])=[C:4]([O:3][CH3:2])[CH:5]=2)[CH2:10]1)[C:23]1[CH:28]=[CH:27][CH:26]=[CH:25][CH:24]=1, predict the reactants needed to synthesize it. The reactants are: Cl.[CH3:2][O:3][C:4]1[CH:5]=[C:6]2[C:11](=[CH:12][C:13]=1[CH:14]=[O:15])[CH2:10][NH:9][CH2:8][CH2:7]2.C([O-])([O-])=O.[K+].[K+].[CH2:22](Cl)[C:23]1[CH:28]=[CH:27][CH:26]=[CH:25][CH:24]=1.O.